This data is from Forward reaction prediction with 1.9M reactions from USPTO patents (1976-2016). The task is: Predict the product of the given reaction. (1) Given the reactants [C:1]([O:5][C:6]([NH:8]/[C:9](=[CH:14]/[CH:15]1[CH2:20][CH2:19][O:18][CH2:17][CH2:16]1)/[C:10]([O:12][CH3:13])=[O:11])=[O:7])([CH3:4])([CH3:3])[CH3:2].[H][H], predict the reaction product. The product is: [C:1]([O:5][C:6]([NH:8][C@H:9]([C:10]([O:12][CH3:13])=[O:11])[CH2:14][CH:15]1[CH2:16][CH2:17][O:18][CH2:19][CH2:20]1)=[O:7])([CH3:3])([CH3:4])[CH3:2]. (2) Given the reactants [Br:1][C:2]1[C:7]([CH3:8])=[CH:6][C:5](B2OC(C)(C)C(C)(C)O2)=[CH:4][C:3]=1[CH3:18].Br[C:20]1[CH:25]=[C:24]([CH3:26])[N:23]=[C:22]([CH3:27])[N:21]=1, predict the reaction product. The product is: [Br:1][C:2]1[C:3]([CH3:18])=[CH:4][C:5]([C:20]2[CH:25]=[C:24]([CH3:26])[N:23]=[C:22]([CH3:27])[N:21]=2)=[CH:6][C:7]=1[CH3:8]. (3) Given the reactants [OH:1][CH2:2][C:3]1[CH:4]=[CH:5][C:6]([O:12][CH2:13][O:14][CH3:15])=[C:7]([CH2:9][CH2:10][OH:11])[CH:8]=1.[O-][O-].[Mg+2], predict the reaction product. The product is: [OH:11][CH2:10][CH2:9][C:7]1[CH:8]=[C:3]([CH:4]=[CH:5][C:6]=1[O:12][CH2:13][O:14][CH3:15])[CH:2]=[O:1]. (4) Given the reactants [NH2:1][C:2]1[C:7]([S:8](Cl)(=[O:10])=[O:9])=[CH:6][C:5]([CH3:12])=[CH:4][N:3]=1.[OH-].[NH4+:14], predict the reaction product. The product is: [NH2:1][C:2]1[C:7]([S:8]([NH2:14])(=[O:10])=[O:9])=[CH:6][C:5]([CH3:12])=[CH:4][N:3]=1. (5) Given the reactants [NH2:1][C:2]1[S:3][C:4]([CH2:12][N:13]2[CH2:18][CH2:17][O:16][CH2:15][CH2:14]2)=[C:5]([C:7]2[O:8][CH:9]=[CH:10][CH:11]=2)[N:6]=1.Cl.[C:20](Cl)(=[O:27])[C:21]1[CH:26]=[CH:25][CH:24]=[N:23][CH:22]=1.C(N(CC)CC)C.C(=O)([O-])O.[Na+], predict the reaction product. The product is: [O:8]1[CH:9]=[CH:10][CH:11]=[C:7]1[C:5]1[N:6]=[C:2]([NH:1][C:20]([C:21]2[CH:22]=[N:23][CH:24]=[CH:25][CH:26]=2)=[O:27])[S:3][C:4]=1[CH2:12][N:13]1[CH2:14][CH2:15][O:16][CH2:17][CH2:18]1. (6) Given the reactants Br[C:2]1[CH:3]=[C:4]([NH:8][C:9]2[CH:14]=[CH:13][C:12]([CH:15]3[CH2:20][CH2:19][CH2:18][CH2:17][CH2:16]3)=[CH:11][C:10]=2[N+:21]([O-:23])=[O:22])[CH:5]=[CH:6][CH:7]=1.[NH:24]1[CH:28]=[CH:27][CH:26]=[CH:25]1, predict the reaction product. The product is: [CH:15]1([C:12]2[CH:13]=[CH:14][C:9]([NH:8][C:4]3[CH:5]=[CH:6][CH:7]=[C:2]([N:24]4[CH:28]=[CH:27][CH:26]=[CH:25]4)[CH:3]=3)=[C:10]([N+:21]([O-:23])=[O:22])[CH:11]=2)[CH2:20][CH2:19][CH2:18][CH2:17][CH2:16]1.